Task: Predict the reactants needed to synthesize the given product.. Dataset: Full USPTO retrosynthesis dataset with 1.9M reactions from patents (1976-2016) (1) Given the product [Cl:10][C:11]1[C:20]2[NH:19][CH:18]([C:21]3[CH:26]=[CH:25][CH:24]=[C:23]([N:27]4[CH2:28][CH2:29][O:30][CH2:31][CH2:32]4)[CH:22]=3)[C:17]([CH3:33])([CH3:34])[CH2:16][C:15]=2[C:14]([C:35]([NH:9][S:6]([CH:3]2[CH2:5][CH2:4]2)(=[O:8])=[O:7])=[O:36])=[CH:13][CH:12]=1, predict the reactants needed to synthesize it. The reactants are: [H-].[Na+].[CH:3]1([S:6]([NH2:9])(=[O:8])=[O:7])[CH2:5][CH2:4]1.[Cl:10][C:11]1[C:20]2[NH:19][CH:18]([C:21]3[CH:26]=[CH:25][CH:24]=[C:23]([N:27]4[CH2:32][CH2:31][O:30][CH2:29][CH2:28]4)[CH:22]=3)[C:17]([CH3:34])([CH3:33])[CH2:16][C:15]=2[C:14]([C:35](O)=[O:36])=[CH:13][CH:12]=1.C(N1C=CN=C1)(N1C=CN=C1)=O. (2) Given the product [CH:7]1([C:17]2[N:22]=[N:21][C:20]([O:23][C:24]3[CH:29]=[CH:28][CH:27]=[CH:26][C:25]=3[CH3:30])=[C:19]([O:31][CH3:32])[CH:18]=2)[CH2:8][CH2:1]1, predict the reactants needed to synthesize it. The reactants are: [CH:1]12BC(C[CH2:7][CH2:8]1)CCC2.C(Br)C#C.[OH-].[Na+].Cl[C:17]1[N:22]=[N:21][C:20]([O:23][C:24]2[CH:29]=[CH:28][CH:27]=[CH:26][C:25]=2[CH3:30])=[C:19]([O:31][CH3:32])[CH:18]=1. (3) Given the product [Cl:11][C:9]([O:4][CH2:3][C:2]([CH3:8])([CH3:1])[CH2:5][CH:6]=[CH2:7])=[O:10], predict the reactants needed to synthesize it. The reactants are: [CH3:1][C:2]([CH3:8])([CH2:5][CH:6]=[CH2:7])[CH2:3][OH:4].[C:9](Cl)([Cl:11])=[O:10]. (4) Given the product [NH2:12][C:11]1[N:20]([C:14]2[CH:19]=[CH:18][CH:17]=[CH:16][CH:15]=2)[N:21]=[C:6]([S:9][CH3:10])[C:5]=1[C:4]([O:3][CH2:1][CH3:2])=[O:13], predict the reactants needed to synthesize it. The reactants are: [CH2:1]([O:3][C:4](=[O:13])[C:5]([C:11]#[N:12])=[C:6]([S:9][CH3:10])SC)[CH3:2].[C:14]1([NH:20][NH2:21])[CH:19]=[CH:18][CH:17]=[CH:16][CH:15]=1. (5) Given the product [CH:15]1([C:21]2[CH:22]=[CH:23][C:24]([O:25][CH2:26][C:27]([OH:29])=[O:28])=[CH:34][CH:35]=2)[CH2:16][CH2:17][CH2:18][CH2:19][CH2:20]1, predict the reactants needed to synthesize it. The reactants are: C(C1C=CC(OCC(O)=O)=CC=1)CC.[CH:15]1([C:21]2[CH:35]=[CH:34][C:24]([O:25][CH2:26][C:27]([O:29]C(C)(C)C)=[O:28])=[CH:23][CH:22]=2)[CH2:20][CH2:19][CH2:18][CH2:17][CH2:16]1. (6) Given the product [NH2:54][C:55]1[CH:60]=[C:59]([F:61])[CH:58]=[CH:57][C:56]=1[NH:62][C:63](=[O:74])[C:64]1[CH:69]=[CH:68][C:67]([NH:70][CH2:71][CH2:72][NH:73][C:38]([C:39]2[C:40]([CH3:41])=[C:52]([CH:53]=[N:13][N:12]=[C:5]3[C:4]4[C:75](=[CH:9][CH:10]=[C:2]([F:1])[CH:3]=4)[NH:76][C:78]3=[O:79])[NH:49][C:50]=2[CH3:51])=[O:37])=[N:66][CH:65]=1, predict the reactants needed to synthesize it. The reactants are: [F:1][C:2]1[CH:3]=[C:4]2C(=[CH:9][CH:10]=1)NC(=O)[C:5]2=[N:12][N:13]=CC1(C)CC(C)(C(O)=O)CN1.Cl.C(N=C=NCCCN(C)C)C.[OH:37][C:38]1C2N=NNC=2[CH:41]=[CH:40][CH:39]=1.C([N:49]([CH2:52][CH3:53])[CH2:50][CH3:51])C.[NH2:54][C:55]1[CH:60]=[C:59]([F:61])[CH:58]=[CH:57][C:56]=1[NH:62][C:63](=[O:74])[C:64]1[CH:69]=[CH:68][C:67]([NH:70][CH2:71][CH2:72][NH2:73])=[N:66][CH:65]=1.[CH3:75][N:76]([CH:78]=[O:79])C. (7) Given the product [CH3:32][N:11]1[C:10]2[S:9][C:8]([C:30]#[N:31])=[C:7]([C:1]3[CH:2]=[CH:3][CH:4]=[CH:5][CH:6]=3)[C:14]=2[C:13]([N:15]2[CH2:20][CH2:19][CH:18]([CH2:21][O:22][CH2:23][CH2:24][N:25]3[CH2:26][CH2:27][CH2:28][CH2:29]3)[CH2:17][CH2:16]2)=[N:12]1, predict the reactants needed to synthesize it. The reactants are: [C:1]1([C:7]2[C:14]3[C:13]([N:15]4[CH2:20][CH2:19][CH:18]([CH2:21][O:22][CH2:23][CH2:24][N:25]5[CH2:29][CH2:28][CH2:27][CH2:26]5)[CH2:17][CH2:16]4)=[N:12][NH:11][C:10]=3[S:9][C:8]=2[C:30]#[N:31])[CH:6]=[CH:5][CH:4]=[CH:3][CH:2]=1.[CH2:32]1COCC1.CC(C)([O-])C.[K+].CI. (8) Given the product [NH2:36][C:37]1([C:41]2[CH:42]=[CH:43][C:44]([C:47]3[C:48](=[O:67])[C:49]4[CH:50]=[CH:51][C:52]5[C:53](=[N:63][N:64]([CH3:66])[CH:65]=5)[C:54]=4[O:55][C:56]=3[C:57]3[CH:62]=[CH:61][CH:60]=[CH:59][CH:58]=3)=[CH:45][CH:46]=2)[CH2:40][CH2:39][CH2:38]1, predict the reactants needed to synthesize it. The reactants are: NC1(C2C=CC(C3C(=O)C4C(=CC=C(F)C=4)OC=3C3C=CC=CC=3)=CC=2)CCC1.C(OC(=O)[NH:36][C:37]1([C:41]2[CH:46]=[CH:45][C:44]([C:47]3[C:48](=[O:67])[C:49]4[CH:50]=[CH:51][C:52]5[C:53](=[N:63][N:64]([CH3:66])[CH:65]=5)[C:54]=4[O:55][C:56]=3[C:57]3[CH:62]=[CH:61][CH:60]=[CH:59][CH:58]=3)=[CH:43][CH:42]=2)[CH2:40][CH2:39][CH2:38]1)(C)(C)C.